Dataset: Drug-target binding data from BindingDB using Ki measurements. Task: Regression. Given a target protein amino acid sequence and a drug SMILES string, predict the binding affinity score between them. We predict pKi (pKi = -log10(Ki in M); higher means stronger inhibition). Dataset: bindingdb_ki. (1) The small molecule is CC(=O)N[C@H](C(=O)N[C@@H](Cc1ccccc1)C[C@H](O)[C@H](Cc1ccccc1)NC(=O)[C@@H]1CN(c2ccccc2)C(=O)O1)C(C)C. The target protein sequence is PQITLWKRPLVTIRIGGQLKEALLDTGADNTVLEEMNLPGKWKPKMIGGIGGFIKVRQYDQIPIEICGHKAIGTVLVGPTPVNIIGRDLLTQIGCTLNF. The pKi is 8.5. (2) The drug is Cc1c(O)cccc1C(=O)N[C@@H](CSc1ccccc1)[C@H](O)CN1C[C@H]2CCCC[C@H]2C[C@H]1C(=O)NC(C)(C)C. The target protein sequence is PQITLWQRPIVTVKIGGQLKEALLDTGADDTVIEDINLPGKWKPKMIGGIGGFVKVRQYDQIHIEICGKKAIGTVLVGPTPVNIIGRNMLTQIGCTLNF. The pKi is 7.8. (3) The drug is CNCC[C@H](Oc1cccc2ccccc12)c1cccs1. The target protein (P08219) has sequence MKKSPGLSDYLWAWTLFLSTLTGRSYGQPSLQDELKDNTTVFTRILDRLLDGYDNRLRPGLGERVTEVKTDIFVTSFGPVSDHDMEYTIDVFFRQSWKDERLKFKGPMTVLRLNNLMASKIWTPDTFFHNGKKSVAHNMTMPNKLLRITEDGTLLYTMRLTVRAECPMHLEDFPMDAHACPLKFGSYAYTRAEVVYEWTREPARSVVVAEDGSRLNQYDLLGQTVDSGIVQSSTGEYVVMTTHFHLKRKIGYFVIQTYLPCIMTVILSQVSFWLNRESVPARTVFGVTTVLTMTTLSISARNSLPKVAYATAMDWFIAVCYAFVFSALIEFATVNYFTKRGYAWDGKSVVPEKPKKVKDPLIKKNNTYAPTATSYTPNLARGDPGLATIAKSATIEPKEVKPETKPPEPKKTFNSVSKIDRLSRIAFPLLFGIFNLVYWATYLNREPQLKAPTPHQ. The pKi is 6.0. (4) The small molecule is CCCCCCCCCCCCCCCC(=O)N[C@@H](Cc1ccccc1)C(=O)N[C@@H](CCCCN)C(=O)N[C@@H](Cc1ccccc1)C(=O)O. The target protein (P22141) has sequence MDIILGIRVQDSVILASSKAVTRGISVLKDSDDKTRQLSPHTLMSFAGEAGDTVQFAEYIQANIQLYSIREDYELSPQAVSSFVRQELAKSIRSRRPYQVNVLIGGYDKKKNKPELYQIDYLGTKVELPYGAHGYSGFYTFSLLDHHYRPDMTTEEGLDLLKLCVQELEKRMPMDFKGVIVKIVDKDGIRQVDDFQAQ. The pKi is 4.1. (5) The drug is COC(=O)[C@@H]1C[C@H](C(=O)O)N[C@H]1[C@H](CC(C)C)NC(C)=O. The target protein sequence is MLPSTIQTLTLFLTSGGVLLSLYVSALLSYLLYSDVLLKFSPKIIAPTMSLDCANASNVQAVNHSATEEMTFLLPEPEWTYPRLSCQGSTFQKALLISPHRFGEAKGNSAPLIIREPFIACGPKECKHFALTHYAAQPGGYYNGTREDRNKLRHLISVNLGKIPTVENSIFHMAAWSGSACHDGREWTYIGVDGPDSNALIKIKYGEAYTDTYHSYANNILRTQESACNCIGGDCYLMITDGPASGISKCRFLKIREGRIIKEIFPTGRVEHTEECTYGFASNKTIECACRDNSYTAKRPFVKLNVETDTAEIRLMCTETYLDTPRPDDGSITGPCESNGDKGSGGIKGGFVHQRMASKIGRWYSRTMSKTKRMGMGLYVKYDGDPWIDSDALTLSGVMISMEEPGWYSFGFEIKDKKCDVPCIGIEMVHDGGKKTWHSAATAIYCLMGSGQLLWDTVTGVDMA. The pKi is 6.8.